Task: Predict the reactants needed to synthesize the given product.. Dataset: Full USPTO retrosynthesis dataset with 1.9M reactions from patents (1976-2016) (1) Given the product [Cl:19][C:20]1[CH:25]=[CH:24][CH:23]=[CH:22][C:21]=1[C:26]1[CH:27]=[CH:28][C:29]([C:6]([N:8]2[CH2:12][C:11](=[N:13][O:14][CH3:15])[CH2:10][C@H:9]2[C:16]([O:18][CH3:35])=[O:17])=[O:7])=[CH:30][CH:31]=1, predict the reactants needed to synthesize it. The reactants are: C(O[C:6]([N:8]1[CH2:12][C:11](=[N:13][O:14][CH3:15])[CH2:10][C@H:9]1[C:16]([OH:18])=[O:17])=[O:7])(C)(C)C.[Cl:19][C:20]1[CH:25]=[CH:24][CH:23]=[CH:22][C:21]=1[C:26]1[CH:31]=[CH:30][C:29](C(O)=O)=[CH:28][CH:27]=1.[CH3:35]O. (2) Given the product [CH3:1][O:2][C:3]1[C:11]2[C:6](=[CH:7][C:8]([NH:12][C:28]([C:26]3[CH:25]=[CH:24][C:23]4[NH:19][CH:20]=[N:21][C:22]=4[CH:27]=3)=[O:29])=[CH:9][CH:10]=2)[N:5]([C:13]2[CH:14]=[CH:15][CH:16]=[CH:17][CH:18]=2)[N:4]=1, predict the reactants needed to synthesize it. The reactants are: [CH3:1][O:2][C:3]1[C:11]2[C:6](=[CH:7][C:8]([NH2:12])=[CH:9][CH:10]=2)[N:5]([C:13]2[CH:18]=[CH:17][CH:16]=[CH:15][CH:14]=2)[N:4]=1.[NH:19]1[C:23]2[CH:24]=[CH:25][C:26]([C:28](O)=[O:29])=[CH:27][C:22]=2[N:21]=[CH:20]1. (3) The reactants are: [CH2:1]([O:8][C:9]1[CH:14]=[N:13][C:12](Br)=[CH:11][N:10]=1)[C:2]1[CH:7]=[CH:6][CH:5]=[CH:4][CH:3]=1.C([Sn](CCCC)(CCCC)[C:21]([O:23][CH2:24][CH3:25])=[CH2:22])CCC. Given the product [CH2:1]([O:8][C:9]1[CH:14]=[N:13][C:12]([C:21]([O:23][CH2:24][CH3:25])=[CH2:22])=[CH:11][N:10]=1)[C:2]1[CH:7]=[CH:6][CH:5]=[CH:4][CH:3]=1, predict the reactants needed to synthesize it. (4) Given the product [F:35][C:36]([F:42])([F:41])[S:37]([OH:40])(=[O:39])=[O:38].[NH2:27][CH2:26][CH2:25][NH:24][C:14]1[C:13]([C:11]([NH2:10])=[O:12])=[CH:18][N:17]=[C:16]2[N:19]([CH3:23])[N:20]=[C:21]([CH3:22])[C:15]=12, predict the reactants needed to synthesize it. The reactants are: COC1C=CC(C[NH:10][C:11]([C:13]2[C:14]([NH:24][CH2:25][CH2:26][NH:27]C(=O)OC(C)(C)C)=[C:15]3[C:21]([CH3:22])=[N:20][N:19]([CH3:23])[C:16]3=[N:17][CH:18]=2)=[O:12])=CC=1.[F:35][C:36]([F:42])([F:41])[S:37]([OH:40])(=[O:39])=[O:38]. (5) Given the product [Cl:1][C:2]1[N:7]=[CH:6][N:5]=[C:4]([NH:8][C:9]2[CH:10]=[C:11]([S:17]([NH:20][CH3:21])(=[O:19])=[O:18])[CH:12]=[CH:13][C:14]=2[S:15]([CH3:16])(=[O:27])=[O:26])[CH:3]=1, predict the reactants needed to synthesize it. The reactants are: [Cl:1][C:2]1[N:7]=[CH:6][N:5]=[C:4]([NH:8][C:9]2[CH:10]=[C:11]([S:17]([NH:20][CH3:21])(=[O:19])=[O:18])[CH:12]=[CH:13][C:14]=2[S:15][CH3:16])[CH:3]=1.B1([O-])OO1.[OH2:26].[OH2:27].O.O.[Na+]. (6) Given the product [NH2:1][CH2:4][C:5]1[CH:10]=[CH:9][C:8]([CH2:11][OH:12])=[CH:7][CH:6]=1, predict the reactants needed to synthesize it. The reactants are: [N:1]([CH2:4][C:5]1[CH:10]=[CH:9][C:8]([CH2:11][OH:12])=[CH:7][CH:6]=1)=[N+]=[N-].C1C=CC(P(C2C=CC=CC=2)C2C=CC=CC=2)=CC=1.O. (7) The reactants are: C[O:2][C:3]([C:5]1([S:18]([C:21]2[CH:26]=[CH:25][C:24]([O:27][CH2:28][C:29]#[C:30][CH3:31])=[CH:23][CH:22]=2)(=[O:20])=[O:19])[CH2:10][CH2:9][N:8]([C:11]([N:13]2[CH2:17][CH2:16][CH2:15][CH2:14]2)=[O:12])[CH2:7][CH2:6]1)=[O:4].[OH-].[Na+]. Given the product [CH2:28]([O:27][C:24]1[CH:23]=[CH:22][C:21]([S:18]([C:5]2([C:3]([OH:4])=[O:2])[CH2:6][CH2:7][N:8]([C:11]([N:13]3[CH2:14][CH2:15][CH2:16][CH2:17]3)=[O:12])[CH2:9][CH2:10]2)(=[O:20])=[O:19])=[CH:26][CH:25]=1)[C:29]#[C:30][CH3:31], predict the reactants needed to synthesize it.